The task is: Predict the product of the given reaction.. This data is from Forward reaction prediction with 1.9M reactions from USPTO patents (1976-2016). (1) Given the reactants C(Cl)(=O)C([Cl:4])=O.[Br:7][C:8]1[CH:9]=[C:10]([CH:15]=[C:16]([N+:19]([O-:21])=[O:20])[C:17]=1O)[C:11]([O:13][CH3:14])=[O:12], predict the reaction product. The product is: [Br:7][C:8]1[CH:9]=[C:10]([CH:15]=[C:16]([N+:19]([O-:21])=[O:20])[C:17]=1[Cl:4])[C:11]([O:13][CH3:14])=[O:12]. (2) Given the reactants [CH2:1]([NH:8][C:9]1[O:10][CH2:11][C:12](=[O:19])[C:13]=1[C:14]([O:16][CH2:17][CH3:18])=[O:15])[C:2]1[CH:7]=[CH:6][CH:5]=[CH:4][CH:3]=1.[NH:20]1[C:28]2[C:23](=[CH:24][CH:25]=[CH:26][N:27]=2)[C:22]([CH:29]=O)=[CH:21]1.[ClH:31], predict the reaction product. The product is: [ClH:31].[NH:20]1[C:28]2=[N:27][CH:26]=[CH:25][CH:24]=[C:23]2[C:22]([CH:29]=[C:11]2[O:10][C:9]([NH:8][CH2:1][C:2]3[CH:7]=[CH:6][CH:5]=[CH:4][CH:3]=3)=[C:13]([C:14]([O:16][CH2:17][CH3:18])=[O:15])[C:12]2=[O:19])=[CH:21]1.